Dataset: Forward reaction prediction with 1.9M reactions from USPTO patents (1976-2016). Task: Predict the product of the given reaction. (1) Given the reactants Br[C:2]1[CH:7]=[CH:6][CH:5]=[CH:4][C:3]=1[NH:8][C:9](=[O:19])[O:10][CH:11]1[CH:16]2[CH2:17][CH2:18][N:13]([CH2:14][CH2:15]2)[CH2:12]1.[CH3:20][O:21][C:22]1[CH:27]=[CH:26][CH:25]=[CH:24][C:23]=1B(O)O, predict the reaction product. The product is: [CH3:20][O:21][C:22]1[CH:27]=[CH:26][CH:25]=[CH:24][C:23]=1[C:2]1[CH:7]=[CH:6][CH:5]=[CH:4][C:3]=1[NH:8][C:9](=[O:19])[O:10][CH:11]1[CH:16]2[CH2:17][CH2:18][N:13]([CH2:14][CH2:15]2)[CH2:12]1. (2) Given the reactants C([Mg]Cl)C.Br.Br[C:7]1[S:11][C:10]2=[N:12][CH2:13][CH2:14][N:9]2[C:8]=1[C:15]1[C:24]2[C:19](=[CH:20][CH:21]=[CH:22][CH:23]=2)[CH:18]=[CH:17][CH:16]=1.CN([CH:28]=[O:29])C, predict the reaction product. The product is: [C:15]1([C:8]2[N:9]3[CH2:14][CH2:13][N:12]=[C:10]3[S:11][C:7]=2[CH:28]=[O:29])[C:24]2[C:19](=[CH:20][CH:21]=[CH:22][CH:23]=2)[CH:18]=[CH:17][CH:16]=1. (3) Given the reactants [N+:1]([C:4]1[CH:12]=[CH:11][C:7]([C:8]([OH:10])=[O:9])=[CH:6][CH:5]=1)([O-])=O.NC1C=CC=CN=1, predict the reaction product. The product is: [CH:6]1[C:7]([C:8]([OH:10])=[O:9])=[CH:11][CH:12]=[C:4]([NH2:1])[CH:5]=1. (4) Given the reactants Br[C:2]1[CH:9]=[CH:8][C:5]([CH2:6][OH:7])=[CH:4][C:3]=1[F:10].O.[CH3:12][N:13](C=O)C, predict the reaction product. The product is: [F:10][C:3]1[CH:4]=[C:5]([CH2:6][OH:7])[CH:8]=[CH:9][C:2]=1[C:12]#[N:13]. (5) Given the reactants C([O:5][C:6]([CH:8]1[CH2:12][CH:11]([O:13][C:14]2[C:23]3[C:18](=[C:19]([CH3:26])[C:20]([O:24][CH3:25])=[CH:21][CH:22]=3)[N:17]=[C:16]([C:27]3[CH:32]=[CH:31][C:30]([O:33][CH3:34])=[CH:29][CH:28]=3)[N:15]=2)[CH2:10][CH:9]1[C:35](=[O:47])[NH:36][C:37]1([C:42]([O:44][CH2:45][CH3:46])=[O:43])[CH2:39][CH:38]1[CH:40]=[CH2:41])=[O:7])(C)(C)C.C(O)(C(F)(F)F)=O, predict the reaction product. The product is: [CH2:45]([O:44][C:42]([C:37]1([NH:36][C:35]([CH:9]2[CH2:10][CH:11]([O:13][C:14]3[C:23]4[C:18](=[C:19]([CH3:26])[C:20]([O:24][CH3:25])=[CH:21][CH:22]=4)[N:17]=[C:16]([C:27]4[CH:28]=[CH:29][C:30]([O:33][CH3:34])=[CH:31][CH:32]=4)[N:15]=3)[CH2:12][CH:8]2[C:6]([OH:7])=[O:5])=[O:47])[CH2:39][CH:38]1[CH:40]=[CH2:41])=[O:43])[CH3:46]. (6) Given the reactants [C:1]([O:5][C:6](=[O:38])[N:7]([CH2:9][CH2:10][C:11]1[C@H:16]([O:17][C:18]2[CH:23]=[C:22]([CH:24]=[CH2:25])[CH:21]=[CH:20][C:19]=2[O:26]COC)[C@@H:15]([O:30][Si:31]([C:34]([CH3:37])([CH3:36])[CH3:35])([CH3:33])[CH3:32])[CH2:14][CH2:13][CH:12]=1)[CH3:8])([CH3:4])([CH3:3])[CH3:2].C(S)CCCCCCCCCCC.C([O-])(O)=O.[Na+], predict the reaction product. The product is: [C:1]([O:5][C:6](=[O:38])[N:7]([CH2:9][CH2:10][C:11]1[C@H:16]([O:17][C:18]2[CH:23]=[C:22]([CH:24]=[CH2:25])[CH:21]=[CH:20][C:19]=2[OH:26])[C@@H:15]([O:30][Si:31]([C:34]([CH3:37])([CH3:36])[CH3:35])([CH3:33])[CH3:32])[CH2:14][CH2:13][CH:12]=1)[CH3:8])([CH3:2])([CH3:4])[CH3:3].